From a dataset of Full USPTO retrosynthesis dataset with 1.9M reactions from patents (1976-2016). Predict the reactants needed to synthesize the given product. (1) Given the product [CH2:2]([NH:9][CH2:10][CH2:11][C:12]1[N:16]([C@@H:17]2[CH2:26][C:25]3[C:20](=[C:21]([F:28])[CH:22]=[C:23]([F:27])[CH:24]=3)[O:19][CH2:18]2)[C:15](=[S:29])[NH:14][CH:13]=1)[C:3]1[CH:8]=[CH:7][CH:6]=[CH:5][CH:4]=1, predict the reactants needed to synthesize it. The reactants are: Cl.[CH2:2]([NH:9][CH2:10][CH2:11][C:12]1[N:16]([C@@H:17]2[CH2:26][C:25]3[C:20](=[C:21]([F:28])[CH:22]=[C:23]([F:27])[CH:24]=3)[O:19][CH2:18]2)[C:15](=[S:29])[NH:14][CH:13]=1)[C:3]1[CH:8]=[CH:7][CH:6]=[CH:5][CH:4]=1.[OH-].[Na+]. (2) Given the product [CH3:16][N:14]([CH3:15])[CH2:13][CH2:12][NH:11][C:9](=[O:10])[CH2:8][C:5]1[CH:4]=[CH:3][C:2]([NH:1][C:57](=[O:58])[CH2:56][C:53]2[CH:52]=[CH:51][C:50]([N+:47]([O-:49])=[O:48])=[CH:55][CH:54]=2)=[CH:7][CH:6]=1, predict the reactants needed to synthesize it. The reactants are: [NH2:1][C:2]1[CH:7]=[CH:6][C:5]([CH2:8][C:9]([NH:11][CH2:12][CH2:13][N:14]([CH3:16])[CH3:15])=[O:10])=[CH:4][CH:3]=1.CCN=C=NCCCN(C)C.ON1C2C=CC=CC=2N=N1.CN(C1C=CC=CN=1)C.[N+:47]([C:50]1[CH:55]=[CH:54][C:53]([CH2:56][C:57](O)=[O:58])=[CH:52][CH:51]=1)([O-:49])=[O:48]. (3) Given the product [CH3:23][S:24]([O:16][CH2:15][C@H:12]1[CH2:13][CH2:14][C@H:9]([C@H:6]2[CH2:7][CH2:8][C@H:3]([CH:1]=[CH2:2])[CH2:4][CH2:5]2)[CH2:10][CH2:11]1)(=[O:26])=[O:25], predict the reactants needed to synthesize it. The reactants are: [CH:1]([C@H:3]1[CH2:8][CH2:7][C@H:6]([C@H:9]2[CH2:14][CH2:13][C@H:12]([CH2:15][OH:16])[CH2:11][CH2:10]2)[CH2:5][CH2:4]1)=[CH2:2].N1C=CC=CC=1.[CH3:23][S:24](Cl)(=[O:26])=[O:25].Cl. (4) The reactants are: Cl[C:2]1[N:7]=[C:6]([NH:8][C:9]2[CH:14]=[CH:13][C:12]([O:15][CH3:16])=[CH:11][CH:10]=2)[C:5]([N+:17]([O-:19])=[O:18])=[CH:4][N:3]=1.[NH2:20][C:21]1[CH:22]=[N:23][N:24]([CH:26]2[CH2:31][CH2:30][N:29]([C:32]([O:34][C:35]([CH3:38])([CH3:37])[CH3:36])=[O:33])[CH2:28][CH2:27]2)[CH:25]=1.CCN(C(C)C)C(C)C. Given the product [C:35]([O:34][C:32]([N:29]1[CH2:28][CH2:27][CH:26]([N:24]2[CH:25]=[C:21]([NH:20][C:2]3[N:7]=[C:6]([NH:8][C:9]4[CH:14]=[CH:13][C:12]([O:15][CH3:16])=[CH:11][CH:10]=4)[C:5]([N+:17]([O-:19])=[O:18])=[CH:4][N:3]=3)[CH:22]=[N:23]2)[CH2:31][CH2:30]1)=[O:33])([CH3:38])([CH3:36])[CH3:37], predict the reactants needed to synthesize it. (5) Given the product [CH2:1]([C:5]1[CH:9]([C:10]2[CH:15]=[CH:14][CH:13]=[CH:12][CH:11]=2)[C:8]([CH3:16])([CH3:17])[N:7]([C:28]([Cl:27])=[O:29])[N:6]=1)[CH2:2][CH2:3][CH3:4], predict the reactants needed to synthesize it. The reactants are: [CH2:1]([C:5]1[CH:9]([C:10]2[CH:15]=[CH:14][CH:13]=[CH:12][CH:11]=2)[C:8]([CH3:17])([CH3:16])[NH:7][N:6]=1)[CH2:2][CH2:3][CH3:4].CCN(C(C)C)C(C)C.[Cl:27][C:28](OC(Cl)(Cl)Cl)=[O:29]. (6) Given the product [CH2:24]([C:26]1[CH:31]=[CH:30][CH:29]=[CH:28][C:27]=1[C:10]1[CH:11]=[C:12]([F:15])[CH:13]=[CH:14][C:9]=1[O:8][CH2:7][C:6]([OH:5])=[O:17])[CH3:25], predict the reactants needed to synthesize it. The reactants are: C([O:5][C:6](=[O:17])[CH2:7][O:8][C:9]1[CH:14]=[CH:13][C:12]([F:15])=[CH:11][C:10]=1Br)(C)(C)C.C([O-])([O-])=O.[Na+].[Na+].[CH2:24]([C:26]1[CH:31]=[CH:30][CH:29]=[CH:28][C:27]=1B(O)O)[CH3:25]. (7) Given the product [CH2:1]([O:5][CH2:6][CH2:7][O:8][C:9]1[CH:10]=[CH:11][C:12]([C:15]2[CH:16]=[CH:17][C:18]3[N:24]([CH2:25][CH:26]([CH3:27])[CH3:28])[CH2:23][CH2:22][C:21]([C:29]([NH:31][C:32]4[CH:37]=[CH:36][C:35]([S:38]([CH2:39][C:40]5[CH:45]=[CH:44][CH:43]=[CH:42][N:41]=5)=[O:56])=[C:34]([CH3:46])[CH:33]=4)=[O:30])=[CH:20][C:19]=3[CH:47]=2)=[CH:13][CH:14]=1)[CH2:2][CH2:3][CH3:4], predict the reactants needed to synthesize it. The reactants are: [CH2:1]([O:5][CH2:6][CH2:7][O:8][C:9]1[CH:14]=[CH:13][C:12]([C:15]2[CH:16]=[CH:17][C:18]3[N:24]([CH2:25][CH:26]([CH3:28])[CH3:27])[CH2:23][CH2:22][C:21]([C:29]([NH:31][C:32]4[CH:37]=[CH:36][C:35]([S:38][CH2:39][C:40]5[CH:45]=[CH:44][CH:43]=[CH:42][N:41]=5)=[C:34]([CH3:46])[CH:33]=4)=[O:30])=[CH:20][C:19]=3[CH:47]=2)=[CH:11][CH:10]=1)[CH2:2][CH2:3][CH3:4].ClC1C=CC=C(C(OO)=[O:56])C=1.S([O-])([O-])(=O)=S.[Na+].[Na+].